Predict the reactants needed to synthesize the given product. From a dataset of Full USPTO retrosynthesis dataset with 1.9M reactions from patents (1976-2016). Given the product [CH:10]1([N:4]2[CH:3]=[C:2]([I:1])[CH:6]=[N:5]2)[CH2:12][CH2:11]1, predict the reactants needed to synthesize it. The reactants are: [I:1][C:2]1[CH:3]=[N:4][NH:5][CH:6]=1.[H-].[Na+].Br[CH:10]1[CH2:12][CH2:11]1.